Dataset: Full USPTO retrosynthesis dataset with 1.9M reactions from patents (1976-2016). Task: Predict the reactants needed to synthesize the given product. (1) Given the product [CH2:9]([O:8][CH2:4][CH:5]([OH:7])[CH2:6][N:2]([CH3:3])[CH3:1])[CH:10]=[CH2:11], predict the reactants needed to synthesize it. The reactants are: [CH3:1][NH:2][CH3:3].[CH2:4]([O:8][CH2:9][CH:10]=[CH2:11])[CH:5]1[O:7][CH2:6]1. (2) Given the product [Br:1][C:2]1[CH:3]=[CH:4][C:5]2[C:9]([Cl:10])=[C:8]([C:11]([N:13]3[CH2:16][CH:15]([N:17]4[CH2:22][CH2:21][NH:20][CH2:19][CH2:18]4)[CH2:14]3)=[O:12])[S:7][C:6]=2[CH:29]=1, predict the reactants needed to synthesize it. The reactants are: [Br:1][C:2]1[CH:3]=[CH:4][C:5]2[C:9]([Cl:10])=[C:8]([C:11]([N:13]3[CH2:16][CH:15]([N:17]4[CH2:22][CH2:21][N:20](C(=O)C(F)(F)F)[CH2:19][CH2:18]4)[CH2:14]3)=[O:12])[S:7][C:6]=2[CH:29]=1. (3) Given the product [N:1]1([S:11]([C:14]2[CH:15]=[C:16]([N:20]3[C:25](=[O:26])[C:24]4=[C:27]([C:30]5[O:32][N:59]=[C:56]([CH3:57])[N:58]=5)[S:28][CH:29]=[C:23]4[NH:22][C:21]3=[O:33])[CH:17]=[CH:18][CH:19]=2)(=[O:12])=[O:13])[C:10]2[C:5](=[CH:6][CH:7]=[CH:8][CH:9]=2)[CH2:4][CH2:3][CH2:2]1, predict the reactants needed to synthesize it. The reactants are: [N:1]1([S:11]([C:14]2[CH:15]=[C:16]([N:20]3[C:25](=[O:26])[C:24]4=[C:27]([C:30]([OH:32])=O)[S:28][CH:29]=[C:23]4[NH:22][C:21]3=[O:33])[CH:17]=[CH:18][CH:19]=2)(=[O:13])=[O:12])[C:10]2[C:5](=[CH:6][CH:7]=[CH:8][CH:9]=2)[CH2:4][CH2:3][CH2:2]1.Cl.C(N=C=NCCCN(C)C)C.ON1C2C=CC=CC=2N=N1.[C:56](=[N:59]O)([NH2:58])[CH3:57]. (4) Given the product [Br:20][C:21]1[CH:26]=[CH:25][C:24]([O:30][CH3:31])=[C:23]([C:2]2[CH2:6][CH2:5][CH2:4][C:3]=2[C:7]2[CH:8]=[C:9]([C:13]([NH:15][C:16]([CH3:19])([CH3:18])[CH3:17])=[O:14])[N:10]=[N:11][CH:12]=2)[CH:22]=1, predict the reactants needed to synthesize it. The reactants are: Br[C:2]1[CH2:6][CH2:5][CH2:4][C:3]=1[C:7]1[CH:8]=[C:9]([C:13]([NH:15][C:16]([CH3:19])([CH3:18])[CH3:17])=[O:14])[N:10]=[N:11][CH:12]=1.[Br:20][C:21]1[CH:22]=[CH:23][C:24]([O:30][CH3:31])=[C:25](B(O)O)[CH:26]=1.C(=O)([O-])[O-].[K+].[K+]. (5) Given the product [F:19][C:18]([F:21])([F:20])[C:15]1[CH:16]=[CH:17][C:12]([C:5]2[CH:6]=[CH:7][C:2]([OH:1])=[CH:3][CH:4]=2)=[N:13][CH:14]=1, predict the reactants needed to synthesize it. The reactants are: [OH:1][C:2]1[CH:7]=[CH:6][C:5](B(O)O)=[CH:4][CH:3]=1.Br[C:12]1[CH:17]=[CH:16][C:15]([C:18]([F:21])([F:20])[F:19])=[CH:14][N:13]=1.